Task: Predict the reactants needed to synthesize the given product.. Dataset: Full USPTO retrosynthesis dataset with 1.9M reactions from patents (1976-2016) (1) Given the product [C:1]([O:5][C@@H:6]([C:11]1[C:40]([CH3:41])=[C:39]([CH3:42])[C:38]2=[N:43][C:35]3=[CH:36][N:37]2[C:12]=1[N:13]1[CH2:14][CH2:15][C:16]([CH3:50])([O:17][CH2:18][CH2:19][CH2:20][CH2:21][C@H:22]([CH3:47])[O:23][C:24]2[CH:25]=[CH:26][C:27]([F:46])=[C:28]([F:45])[C:29]=2[C:30]2[CH:44]=[C:34]3[CH:33]=[CH:32][CH:31]=2)[CH2:48][CH2:49]1)[C:7]([OH:9])=[O:8])([CH3:4])([CH3:2])[CH3:3], predict the reactants needed to synthesize it. The reactants are: [C:1]([O:5][C@@H:6]([C:11]1[C:40]([CH3:41])=[C:39]([CH3:42])[C:38]2=[N:43][C:35]3=[CH:36][N:37]2[C:12]=1[N:13]1[CH2:49][CH2:48][C:16]([CH3:50])([O:17][CH2:18][CH2:19][CH2:20][CH2:21][C@H:22]([CH3:47])[O:23][C:24]2[CH:25]=[CH:26][C:27]([F:46])=[C:28]([F:45])[C:29]=2[C:30]2[CH:44]=[C:34]3[CH:33]=[CH:32][CH:31]=2)[CH2:15][CH2:14]1)[C:7]([O:9]C)=[O:8])([CH3:4])([CH3:3])[CH3:2].C(O[C@@H](C1C(C)=CC2=NC3=C(Cl)N2C=1N1CCC(C)(OCCCC[C@H](C)OC2C=CC(C)=CC=2C2C=C3C=CC=2)CC1)C(O)=O)(C)(C)C. (2) Given the product [CH3:33][C:34]1[CH:35]=[CH:36][C:37]([S:40]([OH:43])(=[O:42])=[O:41])=[CH:38][CH:39]=1.[F:1][C:2]1[CH:7]=[CH:6][C:5]([C:8]2[C:12]([C:13]3[CH:18]=[CH:17][N:16]=[CH:15][N:14]=3)=[C:11]([CH:19]3[CH2:20][CH2:21][CH:22]([NH:25][CH:26]([CH3:28])[CH3:27])[CH2:23][CH2:24]3)[NH:10][N:9]=2)=[CH:4][C:3]=1[C:29]([F:32])([F:30])[F:31], predict the reactants needed to synthesize it. The reactants are: [F:1][C:2]1[CH:7]=[CH:6][C:5]([C:8]2[C:12]([C:13]3[CH:18]=[CH:17][N:16]=[CH:15][N:14]=3)=[C:11]([CH:19]3[CH2:24][CH2:23][CH:22]([NH:25][CH:26]([CH3:28])[CH3:27])[CH2:21][CH2:20]3)[NH:10][N:9]=2)=[CH:4][C:3]=1[C:29]([F:32])([F:31])[F:30].[CH3:33][C:34]1[CH:35]=[CH:36][C:37]([S:40]([OH:43])(=[O:42])=[O:41])=[CH:38][CH:39]=1.O.